Dataset: Reaction yield outcomes from USPTO patents with 853,638 reactions. Task: Predict the reaction yield, written as a fraction of the theoretical maximum amount of product (1.0 means a 100% yield; for example, 0.34 means a 34% yield). (1) The reactants are [NH2:1][C@@H:2]([C:6]([OH:8])=[O:7])[CH2:3][CH2:4][OH:5].C([O-])([O-])=O.[K+].[K+].[Cl:15][C:16]1[C:23]([CH3:24])=[C:22](F)[CH:21]=[CH:20][C:17]=1[C:18]#[N:19]. The catalyst is CS(C)=O. The product is [Cl:15][C:16]1[C:23]([CH3:24])=[C:22]([NH:1][C@H:2]([CH2:3][CH2:4][OH:5])[C:6]([OH:8])=[O:7])[CH:21]=[CH:20][C:17]=1[C:18]#[N:19]. The yield is 0.600. (2) The reactants are [H-].[Al+3].[Li+].[H-].[H-].[H-].[CH:7]1([CH2:10][C:11]2([C:16]#[N:17])[CH2:14][C:13](=[CH2:15])[CH2:12]2)[CH2:9][CH2:8]1.O.[OH-].[Na+]. The catalyst is C(OCC)C. The product is [CH:7]1([CH2:10][C:11]2([CH2:16][NH2:17])[CH2:14][C:13](=[CH2:15])[CH2:12]2)[CH2:8][CH2:9]1. The yield is 0.920. (3) The reactants are [OH:1][C:2]1[CH:3]=[C:4]([C:8]2[NH:9][CH2:10][CH2:11][N:12]=2)[CH:5]=[CH:6][CH:7]=1.C(=O)([O-])[O-].[K+].[K+].[C:19]([O:23][C:24](O[C:24]([O:23][C:19]([CH3:22])([CH3:21])[CH3:20])=[O:25])=[O:25])([CH3:22])([CH3:21])[CH3:20]. The catalyst is O1CCCC1.O. The product is [OH:1][C:2]1[CH:3]=[C:4]([C:8]2[N:12]([C:24]([O:23][C:19]([CH3:22])([CH3:21])[CH3:20])=[O:25])[CH2:11][CH2:10][N:9]=2)[CH:5]=[CH:6][CH:7]=1. The yield is 0.420. (4) The yield is 0.420. The catalyst is C(Cl)Cl. The product is [CH3:1][S:2]([O:18][CH:15]1[CH2:14][CH:13]([C:10]2[C:9]([Cl:19])=[CH:8][C:7]([Br:6])=[CH:12][N:11]=2)[O:17][CH2:16]1)(=[O:4])=[O:3]. The reactants are [CH3:1][S:2](Cl)(=[O:4])=[O:3].[Br:6][C:7]1[CH:8]=[C:9]([Cl:19])[C:10]([CH:13]2[O:17][CH2:16][CH:15]([OH:18])[CH2:14]2)=[N:11][CH:12]=1. (5) The reactants are [CH:1]1([CH2:4][N:5]2[C:10](=[O:11])[C:9]([CH2:12]OS(C)(=O)=O)=[CH:8][C:7]([C:18]3[CH:23]=[CH:22][C:21]([O:24][CH3:25])=[C:20]([F:26])[CH:19]=3)=[N:6]2)[CH2:3][CH2:2]1.[NH:27]1[CH2:31][CH2:30][CH2:29][CH2:28]1. No catalyst specified. The product is [CH:1]1([CH2:4][N:5]2[C:10](=[O:11])[C:9]([CH2:12][N:27]3[CH2:31][CH2:30][CH2:29][CH2:28]3)=[CH:8][C:7]([C:18]3[CH:23]=[CH:22][C:21]([O:24][CH3:25])=[C:20]([F:26])[CH:19]=3)=[N:6]2)[CH2:2][CH2:3]1. The yield is 0.759. (6) The reactants are [OH:1][C@H:2]1[CH2:6][N:5]([C:7]([O:9][C:10]([CH3:13])([CH3:12])[CH3:11])=[O:8])[C@H:4]([C:14]([O:16][CH3:17])=[O:15])[CH2:3]1.O[N:19]1C(=O)C2C(=CC=CC=2)C1=O.C1(P(C2C=CC=CC=2)C2C=CC=CC=2)C=CC=CC=1.CC(OC(/N=N/C(OC(C)C)=O)=O)C.N#N.O.NN. The catalyst is C(Cl)Cl. The product is [NH2:19][O:1][C@H:2]1[CH2:6][N:5]([C:7]([O:9][C:10]([CH3:11])([CH3:12])[CH3:13])=[O:8])[C@H:4]([C:14]([O:16][CH3:17])=[O:15])[CH2:3]1. The yield is 0.530.